This data is from Forward reaction prediction with 1.9M reactions from USPTO patents (1976-2016). The task is: Predict the product of the given reaction. (1) Given the reactants [O-:1][P:2]([O-:5])([O-:4])=[O:3].[O-:1][P:2]([O-:5])([O-:4])=[O:3].[O-:1][P:2]([O-:5])([O-:4])=[O:3].[F-].[Ca+2:17].[Ca+2:17].[Ca+2:17].[Ca+2].[Ca+2].[N+:22]([O-:25])([OH:24])=[O:23], predict the reaction product. The product is: [P:2](=[O:1])([OH:5])([OH:4])[OH:3].[N+:22]([O-:25])([O-:24])=[O:23].[Ca+2:17].[N+:22]([O-:25])([O-:24])=[O:23]. (2) The product is: [C:14]([NH:54][C@@H:55]1[C:66](=[O:67])[O:65][CH2:64][C@@H:63]2[CH2:68][CH2:69][CH2:70][N:62]2[C:61](=[O:71])[C@H:60]([CH2:72][C:73]([NH:75][CH2:76][C:77]2[CH:82]=[CH:81][C:80]([Cl:83])=[CH:79][CH:78]=2)=[O:74])[CH2:59][CH:58]=[CH:57][CH2:56]1)(=[O:15])[CH3:13]. Given the reactants ClC1C=CC(CNC(=O)C[C@@H]2CC=CC[C@H](NC(=O)OCC3C4C=CC=CC=4C4C3=CC=CC=4)C(=O)[O:15][CH2:14][C@@H:13]3CCCN3C2=O)=CC=1.N1CCCCC1.[NH2:54][C@@H:55]1[C:66](=[O:67])[O:65][CH2:64][C@@H:63]2[CH2:68][CH2:69][CH2:70][N:62]2[C:61](=[O:71])[C@H:60]([CH2:72][C:73]([NH:75][CH2:76][C:77]2[CH:82]=[CH:81][C:80]([Cl:83])=[CH:79][CH:78]=2)=[O:74])[CH2:59][CH:58]=[CH:57][CH2:56]1.C(N(CC)CC)C.C(OC(=O)C)(=O)C, predict the reaction product. (3) Given the reactants Br[C:2]1[CH:35]=[CH:34][C:5]([CH2:6][N:7]2[C:11]3[CH:12]=[C:13]([O:16][CH2:17][C:18]4[CH:23]=[CH:22][C:21]([CH3:24])=[CH:20][N:19]=4)[CH:14]=[CH:15][C:10]=3[N:9]=[C:8]2[C@H:25]2[CH2:30][CH2:29][CH2:28][CH2:27][C@H:26]2[C:31]([OH:33])=[O:32])=[C:4]([F:36])[CH:3]=1.Cl.[F:38][C:39]1([F:45])[CH2:44][CH2:43][NH:42][CH2:41][CH2:40]1, predict the reaction product. The product is: [F:38][C:39]1([F:45])[CH2:44][CH2:43][N:42]([C:2]2[CH:35]=[CH:34][C:5]([CH2:6][N:7]3[C:11]4[CH:12]=[C:13]([O:16][CH2:17][C:18]5[CH:23]=[CH:22][C:21]([CH3:24])=[CH:20][N:19]=5)[CH:14]=[CH:15][C:10]=4[N:9]=[C:8]3[C@H:25]3[CH2:30][CH2:29][CH2:28][CH2:27][C@H:26]3[C:31]([OH:33])=[O:32])=[C:4]([F:36])[CH:3]=2)[CH2:41][CH2:40]1. (4) Given the reactants [NH2:1][C:2]1[CH:3]=[C:4]2[C:17](=[CH:18][CH:19]=1)[N:16]1[CH2:20][C@@H:21]([CH3:25])[O:22][C@@H:23]([CH3:24])[C@@H:15]1[C:6]1([C:11](=[O:12])[NH:10][C:9](=[O:13])[NH:8][C:7]1=[O:14])[CH2:5]2.[CH2:26]([N:28]([CH2:31]C)CC)C.C[O:34]C(=O)NOC1C=CC=CC=1.CN.C1(OC(Cl)=O)C=CC=CC=1, predict the reaction product. The product is: [CH3:25][C@H:21]1[O:22][C@@H:23]([CH3:24])[C@@H:15]2[C:6]3([CH2:5][C:4]4[C:17]([N:16]2[CH2:20]1)=[CH:18][CH:19]=[C:2]([NH:1][C:26]([NH:28][CH3:31])=[O:34])[CH:3]=4)[C:7](=[O:14])[NH:8][C:9](=[O:13])[NH:10][C:11]3=[O:12]. (5) The product is: [CH3:7][C:5]([C:8]1[CH:13]=[CH:12][C:11]([S:14]([N-:17][C:18]2[C:19]([O:34][C:35]3[CH:36]=[CH:37][CH:38]=[CH:39][C:40]=3[O:41][CH3:42])=[C:20]([O:30][CH2:31][CH2:32][OH:33])[N:21]=[C:22]([C:24]3[N:25]=[CH:26][CH:27]=[CH:28][N:29]=3)[N:23]=2)(=[O:15])=[O:16])=[CH:10][CH:9]=1)([CH3:4])[CH3:6].[Na+:3]. Given the reactants C[O-].[Na+:3].[CH3:4][C:5]([C:8]1[CH:13]=[CH:12][C:11]([S:14]([NH:17][C:18]2[N:23]=[C:22]([C:24]3[N:29]=[CH:28][CH:27]=[CH:26][N:25]=3)[N:21]=[C:20]([O:30][CH2:31][CH2:32][OH:33])[C:19]=2[O:34][C:35]2[C:40]([O:41][CH3:42])=[CH:39][CH:38]=[CH:37][CH:36]=2)(=[O:16])=[O:15])=[CH:10][CH:9]=1)([CH3:7])[CH3:6].O, predict the reaction product. (6) Given the reactants [Cl:1][C:2]1[CH:3]=[C:4]([CH2:9][C:10]([OH:12])=[O:11])[CH:5]=[C:6]([CH3:8])[CH:7]=1.OS(O)(=O)=O.[CH3:18][CH2:19]O, predict the reaction product. The product is: [Cl:1][C:2]1[CH:3]=[C:4]([CH2:9][C:10]([O:12][CH2:18][CH3:19])=[O:11])[CH:5]=[C:6]([CH3:8])[CH:7]=1. (7) Given the reactants C[O:2][C:3]([CH:5]1[CH2:8][N:7]([C:9]([N:11]2[C:19]3[C:14](=[CH:15][C:16]([O:20][CH2:21][C:22]4[S:23][C:24]([C:33]([F:36])([F:35])[F:34])=[C:25]([C:27]5[CH:32]=[CH:31][CH:30]=[CH:29][CH:28]=5)[CH:26]=4)=[CH:17][CH:18]=3)[CH2:13][CH2:12]2)=[O:10])[CH2:6]1)=[O:4].[OH-].[Na+], predict the reaction product. The product is: [C:27]1([C:25]2[CH:26]=[C:22]([CH2:21][O:20][C:16]3[CH:15]=[C:14]4[C:19](=[CH:18][CH:17]=3)[N:11]([C:9]([N:7]3[CH2:8][CH:5]([C:3]([OH:4])=[O:2])[CH2:6]3)=[O:10])[CH2:12][CH2:13]4)[S:23][C:24]=2[C:33]([F:35])([F:34])[F:36])[CH:28]=[CH:29][CH:30]=[CH:31][CH:32]=1. (8) Given the reactants [F:1][C:2]1[CH:7]=[CH:6][C:5]([CH:8]([OH:38])[CH2:9][N:10]2[C:15](=[O:16])[C:14]([CH2:17][C:18]3[CH:23]=[CH:22][C:21]([C:24]4[C:25]([C:30]#[N:31])=[CH:26][CH:27]=[CH:28][CH:29]=4)=[CH:20][CH:19]=3)=[C:13]([CH2:32][CH2:33][CH3:34])[N:12]3[N:35]=[CH:36][N:37]=[C:11]23)=[CH:4][CH:3]=1.N1C(C)=CC=CC=1C.O1CCCC1.FC(F)(F)S(O[Si:58]([C:61]([CH3:64])([CH3:63])[CH3:62])([CH3:60])[CH3:59])(=O)=O, predict the reaction product. The product is: [Si:58]([O:38][CH:8]([C:5]1[CH:6]=[CH:7][C:2]([F:1])=[CH:3][CH:4]=1)[CH2:9][N:10]1[C:15](=[O:16])[C:14]([CH2:17][C:18]2[CH:23]=[CH:22][C:21]([C:24]3[C:25]([C:30]#[N:31])=[CH:26][CH:27]=[CH:28][CH:29]=3)=[CH:20][CH:19]=2)=[C:13]([CH2:32][CH2:33][CH3:34])[N:12]2[N:35]=[CH:36][N:37]=[C:11]12)([C:61]([CH3:64])([CH3:63])[CH3:62])([CH3:60])[CH3:59]. (9) Given the reactants [OH:1][CH2:2][CH2:3][O:4][C@H:5]1[CH2:10][CH2:9][C@H:8]([N:11]2[C:16](=[O:17])[C:15]([CH2:18][C:19]3[CH:24]=[CH:23][C:22]([C:25]4[C:26]([C:31]#[N:32])=[CH:27][CH:28]=[CH:29][CH:30]=4)=[CH:21][CH:20]=3)=[C:14]([CH2:33][CH2:34][CH3:35])[N:13]3[N:36]=[C:37]([CH3:39])[N:38]=[C:12]23)[CH2:7][CH2:6]1.[N:40]1C(C)=CC=CC=1C.FC(F)(F)S(O[Si](C(C)(C)C)(C)C)(=O)=O.Cl.N12CCCN=C1CCCCC2.[C:75]([O:78]CC)(=[O:77])C, predict the reaction product. The product is: [OH:1][CH2:2][CH2:3][O:4][C@H:5]1[CH2:10][CH2:9][C@H:8]([N:11]2[C:16](=[O:17])[C:15]([CH2:18][C:19]3[CH:24]=[CH:23][C:22]([C:25]4[CH:30]=[CH:29][CH:28]=[CH:27][C:26]=4[C:31]4[NH:40][C:75](=[O:77])[O:78][N:32]=4)=[CH:21][CH:20]=3)=[C:14]([CH2:33][CH2:34][CH3:35])[N:13]3[N:36]=[C:37]([CH3:39])[N:38]=[C:12]23)[CH2:7][CH2:6]1.